From a dataset of Full USPTO retrosynthesis dataset with 1.9M reactions from patents (1976-2016). Predict the reactants needed to synthesize the given product. The reactants are: [Br:1][C:2]1[CH:10]=[C:9]2[C:5]([CH:6]=[CH:7][NH:8]2)=[CH:4][CH:3]=1.[F:11][C:12]([F:23])([F:22])[C:13](O[C:13](=[O:14])[C:12]([F:23])([F:22])[F:11])=[O:14]. Given the product [Br:1][C:2]1[CH:10]=[C:9]2[C:5]([C:6]([C:13](=[O:14])[C:12]([F:23])([F:22])[F:11])=[CH:7][NH:8]2)=[CH:4][CH:3]=1, predict the reactants needed to synthesize it.